This data is from Reaction yield outcomes from USPTO patents with 853,638 reactions. The task is: Predict the reaction yield, written as a fraction of the theoretical maximum amount of product (1.0 means a 100% yield; for example, 0.34 means a 34% yield). The reactants are Cl.[CH2:2]([O:4][C:5]1[CH:6]=[C:7]([CH:44]=[CH:45][CH:46]=1)[CH2:8][N:9]1[C:13]2=[N:14][CH:15]=[N:16][C:17]([N:18]3[CH2:23][CH2:22][N:21]([C:24](=[O:43])[C:25]4[CH:30]=[CH:29][C:28]([N:31]([C:37](=[O:42])[CH2:38][CH2:39][NH:40][CH3:41])[CH2:32][CH2:33][N:34]([CH3:36])[CH3:35])=[CH:27][CH:26]=4)[CH2:20][CH2:19]3)=[C:12]2[CH:11]=[N:10]1)[CH3:3].[Cl:47][C:48]([O:50][CH2:51][CH3:52])=[O:49].C(N(CC)CC)C. The catalyst is C(Cl)Cl.C(=O)([O-])O.[Na+]. The product is [ClH:47].[CH2:2]([O:4][C:5]1[CH:6]=[C:7]([CH:44]=[CH:45][CH:46]=1)[CH2:8][N:9]1[C:13]2=[N:14][CH:15]=[N:16][C:17]([N:18]3[CH2:23][CH2:22][N:21]([C:24](=[O:43])[C:25]4[CH:26]=[CH:27][C:28]([N:31]([C:37](=[O:42])[CH2:38][CH2:39][N:40]([CH3:41])[C:48]([O:50][CH2:51][CH3:52])=[O:49])[CH2:32][CH2:33][N:34]([CH3:36])[CH3:35])=[CH:29][CH:30]=4)[CH2:20][CH2:19]3)=[C:12]2[CH:11]=[N:10]1)[CH3:3]. The yield is 0.300.